From a dataset of Forward reaction prediction with 1.9M reactions from USPTO patents (1976-2016). Predict the product of the given reaction. (1) Given the reactants [OH:1][C:2]1[CH:7]=[C:6](O)[CH:5]=[C:4]([OH:9])[CH:3]=1.[NH3:10], predict the reaction product. The product is: [OH:1][C:2]1[CH:7]=[C:6]([CH:5]=[C:4]([OH:9])[CH:3]=1)[NH2:10]. (2) The product is: [Br:1][C:2]1[CH:7]=[C:6]([F:8])[CH:5]=[CH:4][C:3]=1[CH:9]1[C:14]([C:15]([O:17][CH2:18][CH3:19])=[O:16])=[C:13]([CH3:20])[NH:12][C:11]([Cl:24])=[N:10]1. Given the reactants [Br:1][C:2]1[CH:7]=[C:6]([F:8])[CH:5]=[CH:4][C:3]=1[CH:9]1[C:14]([C:15]([O:17][CH2:18][CH3:19])=[O:16])=[C:13]([CH3:20])[NH:12][C:11](=O)[NH:10]1.O=P(Cl)(Cl)[Cl:24], predict the reaction product. (3) The product is: [C:1]1([N:7]2[CH2:8][CH2:9][N:10]([CH2:13][C:14]([NH:19][NH2:20])=[O:16])[CH2:11][CH2:12]2)[CH:2]=[CH:3][CH:4]=[CH:5][CH:6]=1. Given the reactants [C:1]1([N:7]2[CH2:12][CH2:11][N:10]([CH2:13][C:14]([O:16]CC)=O)[CH2:9][CH2:8]2)[CH:6]=[CH:5][CH:4]=[CH:3][CH:2]=1.[NH2:19][NH2:20], predict the reaction product. (4) Given the reactants [CH3:1][O:2][C:3]1[CH:4]=[C:5]([CH2:11][CH2:12][CH2:13][CH2:14][OH:15])[CH:6]=[CH:7][C:8]=1[O:9][CH3:10].[CH3:16][S:17](Cl)(=[O:19])=[O:18], predict the reaction product. The product is: [CH3:1][O:2][C:3]1[CH:4]=[C:5]([CH2:11][CH2:12][CH2:13][CH2:14][O:15][S:17]([CH3:16])(=[O:19])=[O:18])[CH:6]=[CH:7][C:8]=1[O:9][CH3:10]. (5) Given the reactants [Cl:1][C:2]1[CH:3]=[CH:4][C:5]([NH:8][C:9]([C:11]2[CH:16]=[C:15]([Cl:17])[CH:14]=[CH:13][C:12]=2[NH:18][C:19]([C:21]2[CH:26]=[CH:25][C:24]([CH2:27]Cl)=[CH:23][CH:22]=2)=[O:20])=[O:10])=[N:6][CH:7]=1.[NH:29]1[CH2:33][CH2:32][CH2:31][CH2:30]1, predict the reaction product. The product is: [Cl:1][C:2]1[CH:3]=[CH:4][C:5]([NH:8][C:9]([C:11]2[CH:16]=[C:15]([Cl:17])[CH:14]=[CH:13][C:12]=2[NH:18][C:19]([C:21]2[CH:22]=[CH:23][C:24]([CH2:27][N:29]3[CH2:33][CH2:32][CH:31]=[CH:30]3)=[CH:25][CH:26]=2)=[O:20])=[O:10])=[N:6][CH:7]=1. (6) Given the reactants [Br:1][CH2:2][C:3](Br)=[O:4].C(Cl)(Cl)Cl.[C:10]([O:14][C:15]([N:17]1[CH2:22][CH2:21][NH:20][CH2:19][CH2:18]1)=[O:16])([CH3:13])([CH3:12])[CH3:11].C(N(CC)CC)C, predict the reaction product. The product is: [Br:1][CH2:2][C:3]([N:20]1[CH2:19][CH2:18][N:17]([C:15]([O:14][C:10]([CH3:13])([CH3:12])[CH3:11])=[O:16])[CH2:22][CH2:21]1)=[O:4]. (7) The product is: [CH2:19]1[C:20]2[C:25](=[CH:24][CH:23]=[CH:22][CH:21]=2)[CH2:26][CH2:27][N:18]1[CH2:17][CH:16]([OH:28])[CH2:15][NH:14][C:9](=[O:11])[CH2:8][O:7][C:6]1[CH:5]=[CH:4][C:3]([O:2][CH3:1])=[CH:13][CH:12]=1. Given the reactants [CH3:1][O:2][C:3]1[CH:13]=[CH:12][C:6]([O:7][CH2:8][C:9]([OH:11])=O)=[CH:5][CH:4]=1.[NH2:14][CH2:15][CH:16]([OH:28])[CH2:17][N:18]1[CH2:27][CH2:26][C:25]2[C:20](=[CH:21][CH:22]=[CH:23][CH:24]=2)[CH2:19]1.C1N(P(Cl)(N2C(=O)OCC2)=O)C(=O)OC1.CCN(C(C)C)C(C)C, predict the reaction product. (8) Given the reactants [CH2:1]([O:3][C:4]([C:6]1([NH:11][C:12]([CH:14]2[CH2:18][CH:17]([O:19][Si:20]([C:23]([CH3:26])([CH3:25])[CH3:24])([CH3:22])[CH3:21])[CH2:16][N:15]2[C:27](=[O:44])[CH:28]([NH:36][C:37]([O:39][C:40]([CH3:43])([CH3:42])[CH3:41])=[O:38])[CH2:29][CH2:30][CH2:31][CH2:32][CH2:33]C=C)=[O:13])[CH2:8][CH:7]1[CH:9]=[CH2:10])=[O:5])[CH3:2].C1(P(C2CCCCC2)C2CCCCC2)CCCCC1, predict the reaction product. The product is: [CH2:1]([O:3][C:4]([C:6]12[CH2:8][CH:7]1[CH:9]=[CH:10][CH2:33][CH2:32][CH2:31][CH2:30][CH2:29][CH:28]([NH:36][C:37]([O:39][C:40]([CH3:42])([CH3:43])[CH3:41])=[O:38])[C:27](=[O:44])[N:15]1[CH:14]([CH2:18][CH:17]([O:19][Si:20]([C:23]([CH3:24])([CH3:26])[CH3:25])([CH3:21])[CH3:22])[CH2:16]1)[C:12](=[O:13])[NH:11]2)=[O:5])[CH3:2].